The task is: Predict which catalyst facilitates the given reaction.. This data is from Catalyst prediction with 721,799 reactions and 888 catalyst types from USPTO. (1) Reactant: FC(F)(F)C(O)=O.[Cl:8][C:9]1[CH:14]=[CH:13][C:12]([C:15]2([C:37]#[N:38])[CH:19]([CH2:20][C:21]([CH3:24])([CH3:23])[CH3:22])[NH:18][CH:17]([C:25]([OH:27])=O)[CH:16]2[C:28]2[CH:33]=[C:32]([Cl:34])[CH:31]=[CH:30][C:29]=2[O:35][CH3:36])=[C:11]([F:39])[CH:10]=1.CC1(C)[O:45][C@@H:44]([CH2:46][CH2:47][NH2:48])[CH2:43][O:42]1.CN(C(ON1N=NC2C=CC=NC1=2)=[N+](C)C)C.F[P-](F)(F)(F)(F)F.CCN(C(C)C)C(C)C.Cl. Product: [OH:45][C@H:44]([CH2:43][OH:42])[CH2:46][CH2:47][NH:48][C:25]([CH:17]1[CH:16]([C:28]2[CH:33]=[C:32]([Cl:34])[CH:31]=[CH:30][C:29]=2[O:35][CH3:36])[C:15]([C:12]2[CH:13]=[CH:14][C:9]([Cl:8])=[CH:10][C:11]=2[F:39])([C:37]#[N:38])[CH:19]([CH2:20][C:21]([CH3:24])([CH3:22])[CH3:23])[NH:18]1)=[O:27]. The catalyst class is: 539. (2) Reactant: [Br:1][C:2]1[CH:7]=[CH:6][C:5]([NH:8][C:9](=[O:22])[C:10]2[CH:15]=[C:14]([N+:16]([O-])=O)[C:13]([NH:19][CH3:20])=[CH:12][C:11]=2[F:21])=[CH:4][CH:3]=1. Product: [Br:1][C:2]1[CH:3]=[CH:4][C:5]([NH:8][C:9](=[O:22])[C:10]2[CH:15]=[C:14]([NH2:16])[C:13]([NH:19][CH3:20])=[CH:12][C:11]=2[F:21])=[CH:6][CH:7]=1. The catalyst class is: 181.